This data is from Full USPTO retrosynthesis dataset with 1.9M reactions from patents (1976-2016). The task is: Predict the reactants needed to synthesize the given product. (1) Given the product [C:24]([O:23][C:21](=[O:22])[NH:12][CH2:11][C:10]1[CH:13]=[CH:14][CH:15]=[C:8]([C:5]2[CH:6]=[CH:7][N:2]=[CH:3][CH:4]=2)[CH:9]=1)([CH3:27])([CH3:26])[CH3:25], predict the reactants needed to synthesize it. The reactants are: Cl.[N:2]1[CH:7]=[CH:6][C:5]([C:8]2[CH:9]=[C:10]([CH:13]=[CH:14][CH:15]=2)[CH2:11][NH2:12])=[CH:4][CH:3]=1.C([O-])(O)=O.[Na+].[C:21](O[C:21]([O:23][C:24]([CH3:27])([CH3:26])[CH3:25])=[O:22])([O:23][C:24]([CH3:27])([CH3:26])[CH3:25])=[O:22]. (2) Given the product [CH:11]([O:10][CH2:9][C@H:4]([O:3][C:15]1[N:20]=[CH:19][N:18]=[C:17]2[N:21]([C:24]3[C:29]([CH3:30])=[CH:28][CH:27]=[CH:26][N:25]=3)[N:22]=[CH:23][C:16]=12)[C:5]([O:7][CH3:8])=[O:6])([CH3:13])[CH3:12], predict the reactants needed to synthesize it. The reactants are: [H-].[Na+].[OH:3][C@@H:4]([CH2:9][O:10][CH:11]([CH3:13])[CH3:12])[C:5]([O:7][CH3:8])=[O:6].Cl[C:15]1[N:20]=[CH:19][N:18]=[C:17]2[N:21]([C:24]3[C:29]([CH3:30])=[CH:28][CH:27]=[CH:26][N:25]=3)[N:22]=[CH:23][C:16]=12.Cl. (3) Given the product [NH2:18][C:14]1[N:13]=[C:12]([N:9]2[C:10]3[C:6](=[CH:5][CH:4]=[C:3]([C:1]#[C:2][C:40]([C:38]4[N:37]=[CH:36][N:35]([C:34]([C:43]5[CH:48]=[CH:47][CH:46]=[CH:45][CH:44]=5)([C:28]5[CH:29]=[CH:30][CH:31]=[CH:32][CH:33]=5)[C:49]5[CH:54]=[CH:53][CH:52]=[CH:51][CH:50]=5)[CH:39]=4)([OH:42])[CH3:41])[CH:11]=3)[C:7]([CH3:19])=[N:8]2)[CH:17]=[CH:16][N:15]=1, predict the reactants needed to synthesize it. The reactants are: [C:1]([C:3]1[CH:11]=[C:10]2[C:6]([C:7]([CH3:19])=[N:8][N:9]2[C:12]2[CH:17]=[CH:16][N:15]=[C:14]([NH2:18])[N:13]=2)=[CH:5][CH:4]=1)#[CH:2].[Li+].CC([N-]C(C)C)C.[C:28]1([C:34]([C:49]2[CH:54]=[CH:53][CH:52]=[CH:51][CH:50]=2)([C:43]2[CH:48]=[CH:47][CH:46]=[CH:45][CH:44]=2)[N:35]2[CH:39]=[C:38]([C:40](=[O:42])[CH3:41])[N:37]=[CH:36]2)[CH:33]=[CH:32][CH:31]=[CH:30][CH:29]=1. (4) Given the product [I-:1].[CH2:30]([N:32]([CH3:36])[C:33]([O:2][C:3]1[CH:4]=[C:5]([C@@H:9]([N+:11]([CH3:21])([CH3:20])[C@H:12]([C:14]2[CH:19]=[CH:18][CH:17]=[CH:16][CH:15]=2)[CH3:13])[CH3:10])[CH:6]=[CH:7][CH:8]=1)=[O:34])[CH3:31], predict the reactants needed to synthesize it. The reactants are: [I-:1].[OH:2][C:3]1[CH:4]=[C:5]([C@@H:9]([N+:11]([CH3:21])([CH3:20])[C@H:12]([C:14]2[CH:19]=[CH:18][CH:17]=[CH:16][CH:15]=2)[CH3:13])[CH3:10])[CH:6]=[CH:7][CH:8]=1.CO.C(=O)([O-])[O-].[K+].[K+].[CH2:30]([N:32]([CH3:36])[C:33](Cl)=[O:34])[CH3:31]. (5) Given the product [NH2:19][C:10]1[C:9]2[N:8]=[CH:7][N:6]([CH2:5][CH2:4][CH2:3][CH2:2][NH:1][C:29](=[O:30])[C:28]3[CH:32]=[CH:33][CH:34]=[CH:35][C:27]=3[O:20][C:21]3[CH:26]=[CH:25][CH:24]=[CH:23][CH:22]=3)[C:18]=2[C:17]2[CH:16]=[CH:15][CH:14]=[CH:13][C:12]=2[N:11]=1, predict the reactants needed to synthesize it. The reactants are: [NH2:1][CH2:2][CH2:3][CH2:4][CH2:5][N:6]1[C:18]2[C:17]3[CH:16]=[CH:15][CH:14]=[CH:13][C:12]=3[N:11]=[C:10]([NH2:19])[C:9]=2[N:8]=[CH:7]1.[O:20]([C:27]1[CH:35]=[CH:34][CH:33]=[CH:32][C:28]=1[C:29](Cl)=[O:30])[C:21]1[CH:26]=[CH:25][CH:24]=[CH:23][CH:22]=1. (6) Given the product [NH2:1][CH2:2][CH:3]1[C:7]2[CH:8]=[C:9]([C:12]3[C:20]4[C:15](=[CH:16][C:17]([F:21])=[CH:18][CH:19]=4)[NH:14][CH:13]=3)[CH:10]=[CH:11][C:6]=2[S:5](=[O:23])(=[O:22])[NH:4]1, predict the reactants needed to synthesize it. The reactants are: [NH2:1][CH2:2][CH:3]1[C:7]2[CH:8]=[C:9]([C:12]3[C:20]4[C:15](=[CH:16][C:17]([F:21])=[CH:18][CH:19]=4)[NH:14][CH:13]=3)[CH:10]=[CH:11][C:6]=2[S:5](=[O:23])(=[O:22])[N:4]1C(C)(C)C.CO. (7) Given the product [C:1]([O:5][C:6]([NH:8][CH2:9][CH:10]1[CH2:11][CH2:12][N:13]([CH2:16][C:17]2([C:30]([OH:31])=[O:26])[CH2:18][CH2:19][CH2:20]2)[CH2:14][CH2:15]1)=[O:7])([CH3:2])([CH3:3])[CH3:4], predict the reactants needed to synthesize it. The reactants are: [C:1]([O:5][C:6]([NH:8][CH2:9][CH:10]1[CH2:15][CH2:14][N:13]([CH2:16][CH:17]2[CH:20](C(OCC)=O)[CH2:19][CH2:18]2)[CH2:12][CH2:11]1)=[O:7])([CH3:4])([CH3:3])[CH3:2].[OH-:26].[Na+].Cl.C[CH2:30][OH:31]. (8) Given the product [C:41]([NH:15][C:20]1[C:65]([CH:64]=[NH:61])=[C:24](/[CH:12]=[CH:13]/[CH2:14][N:15]([C:20]2[CH:25]=[CH:24][C:23]([O:26][CH:27]3[CH2:32][CH2:31][N:30]([C:33]4[CH2:37][CH2:36][CH2:35][N:34]=4)[CH2:29][CH2:28]3)=[C:22]([C:38](=[O:40])[NH2:39])[CH:21]=2)[S:16]([CH3:19])(=[O:18])=[O:17])[CH:23]=[CH:22][CH:21]=1)(=[O:49])[C:42]1[CH:43]=[CH:44][CH:45]=[CH:46][CH:47]=1, predict the reactants needed to synthesize it. The reactants are: Cl.Cl.C(C1C=C(/[CH:12]=[CH:13]/[CH2:14][N:15]([C:20]2[CH:25]=[CH:24][C:23]([O:26][CH:27]3[CH2:32][CH2:31][N:30]([C:33]4[CH2:37][CH2:36][CH2:35][N:34]=4)[CH2:29][CH2:28]3)=[C:22]([C:38](=[O:40])[NH2:39])[CH:21]=2)[S:16]([CH3:19])(=[O:18])=[O:17])C=CC=1)(=N)N.[C:41]([O:49]C1C=CC([N+]([O-])=O)=CC=1)(=O)[C:42]1[CH:47]=[CH:46][CH:45]=[CH:44][CH:43]=1.C([N:61]([CH2:64][CH3:65])CC)C. (9) The reactants are: [CH3:1][C:2]1[C:16](=[O:17])[N:15]=[C:14]2[N:4]([C@@H:5]3[O:9][C@H:8]([CH2:10][OH:11])[C@@H:7]([OH:12])[C@@H:6]3[O:13]2)[CH:3]=1.[CH3:18][O:19][CH2:20][CH2:21][O:22]B([O:22][CH2:21][CH2:20][O:19][CH3:18])[O:22][CH2:21][CH2:20][O:19][CH3:18]. Given the product [CH3:18][O:19][CH2:20][CH2:21][O:22][C@@H:6]1[C@H:7]([OH:12])[C@@H:8]([CH2:10][OH:11])[O:9][C@H:5]1[N:4]1[CH:3]=[C:2]([CH3:1])[C:16](=[O:17])[NH:15][C:14]1=[O:13], predict the reactants needed to synthesize it. (10) Given the product [Br:1][C:2]1[CH:3]=[CH:4][C:5]([O:8][CH2:10][CH2:11][CH2:12][CH2:13][CH2:14][CH2:15][CH3:16])=[CH:6][N:7]=1, predict the reactants needed to synthesize it. The reactants are: [Br:1][C:2]1[N:7]=[CH:6][C:5]([OH:8])=[CH:4][CH:3]=1.Br[CH2:10][CH2:11][CH2:12][CH2:13][CH2:14][CH2:15][CH3:16].